This data is from Retrosynthesis with 50K atom-mapped reactions and 10 reaction types from USPTO. The task is: Predict the reactants needed to synthesize the given product. Given the product Brc1ccc2ccn(Cc3ccccc3)c2c1, predict the reactants needed to synthesize it. The reactants are: BrCc1ccccc1.Brc1ccc2cc[nH]c2c1.